This data is from Full USPTO retrosynthesis dataset with 1.9M reactions from patents (1976-2016). The task is: Predict the reactants needed to synthesize the given product. (1) The reactants are: [Br:1][C:2]1[CH:7]=[CH:6][CH:5]=[CH:4][C:3]=1[OH:8].[CH2:9]([O:11][C:12](=[O:16])[C:13]#[C:14][CH3:15])[CH3:10].N12CCCN=C1CCCCC2. Given the product [CH2:9]([O:11][C:12](=[O:16])/[CH:13]=[C:14](/[O:8][C:3]1[CH:4]=[CH:5][CH:6]=[CH:7][C:2]=1[Br:1])\[CH3:15])[CH3:10], predict the reactants needed to synthesize it. (2) Given the product [Br:35][C:36]1[C:37]([N:46]2[CH2:51][CH2:50][N:49]([CH:52]([C:54]3[CH:59]=[CH:58][N:57]=[CH:56][CH:55]=3)[CH3:53])[CH2:48][CH2:47]2)=[C:38]2[N:43]=[C:78]([C:77]3[CH:76]=[CH:75][C:74]([N:68]4[CH2:73][CH2:72][O:71][CH2:70][CH2:69]4)=[CH:81][CH:80]=3)[NH:42][C:39]2=[N:40][CH:41]=1, predict the reactants needed to synthesize it. The reactants are: BrC1C(N2CCN(C(NC3C=CC=CC=3)=O)CC2)=C2N=C(C3C=CC(N(C)C)=CC=3)NC2=NC=1.[Br:35][C:36]1[C:37]([N:46]2[CH2:51][CH2:50][N:49]([CH:52]([C:54]3[CH:59]=[CH:58][N:57]=[CH:56][CH:55]=3)[CH3:53])[CH2:48][CH2:47]2)=[C:38]([N+:43]([O-])=O)[C:39]([NH2:42])=[N:40][CH:41]=1.[O-]S(S([O-])=O)=O.[Na+].[Na+].[N:68]1([C:74]2[CH:81]=[CH:80][C:77]([CH:78]=O)=[CH:76][CH:75]=2)[CH2:73][CH2:72][O:71][CH2:70][CH2:69]1. (3) Given the product [O:1]1[C:10]2[CH:9]=[C:8]([C:11]([OH:13])=[O:12])[N:7]=[CH:6][C:5]=2[O:4][CH2:3][CH2:2]1, predict the reactants needed to synthesize it. The reactants are: [O:1]1[C:10]2[CH:9]=[C:8]([CH:11]=[O:12])[N:7]=[CH:6][C:5]=2[O:4][CH2:3][CH2:2]1.[O-:13]Cl=O.[Na+].NS(O)(=O)=O. (4) The reactants are: [N+:1]([C:4]1[C:5]([CH:14]=[O:15])=[CH:6][CH:7]=[C:8]2[C:13]=1[N:12]=[CH:11][CH:10]=[CH:9]2)([O-:3])=[O:2].[F:16][C:17]1[CH:18]=[C:19]([Mg]Br)[CH:20]=[CH:21][C:22]=1[F:23]. Given the product [F:16][C:17]1[CH:18]=[C:19]([CH:14]([C:5]2[C:4]([N+:1]([O-:3])=[O:2])=[C:13]3[C:8]([CH:9]=[CH:10][CH:11]=[N:12]3)=[CH:7][CH:6]=2)[OH:15])[CH:20]=[CH:21][C:22]=1[F:23], predict the reactants needed to synthesize it. (5) Given the product [C:36]([C:28]1[C:27]([O:38][CH3:39])=[C:26]([CH2:25][N:23]([CH3:24])[C:22](=[O:40])[CH:14]([C:15]2[CH:16]=[CH:17][C:18]([F:21])=[CH:19][CH:20]=2)[N:11]2[CH2:12][CH2:13][C@@H:9]([N:7]([C:6](=[O:41])[CH2:49][O:50][CH3:51])[CH3:8])[CH2:10]2)[C:35]2[C:30]([CH:29]=1)=[CH:31][CH:32]=[CH:33][CH:34]=2)#[N:37], predict the reactants needed to synthesize it. The reactants are: C(O[C:6](=[O:41])[N:7]([C@@H:9]1[CH2:13][CH2:12][N:11]([CH:14]([C:22](=[O:40])[N:23]([CH2:25][C:26]2[C:35]3[C:30](=[CH:31][CH:32]=[CH:33][CH:34]=3)[CH:29]=[C:28]([C:36]#[N:37])[C:27]=2[O:38][CH3:39])[CH3:24])[C:15]2[CH:20]=[CH:19][C:18]([F:21])=[CH:17][CH:16]=2)[CH2:10]1)[CH3:8])(C)(C)C.C(O)(C(F)(F)F)=O.[CH3:49][O:50][CH2:51]C(O)=O. (6) Given the product [N+:15]([C:10]1[CH:11]=[CH:12][CH:13]=[CH:14][C:9]=1[CH:8]1[CH2:7][CH:6]1[CH:18]1[CH2:20][CH2:19]1)([O-:17])=[O:16], predict the reactants needed to synthesize it. The reactants are: CS(O[CH:6]([CH:18]1[CH2:20][CH2:19]1)[CH2:7][CH2:8][C:9]1[CH:14]=[CH:13][CH:12]=[CH:11][C:10]=1[N+:15]([O-:17])=[O:16])(=O)=O.[OH-].[K+]. (7) The reactants are: [Cl:1][C:2]1[CH:8]=[C:7]([O:9][C:10]2[C:11]3[N:18]([CH3:19])[CH:17]=[CH:16][C:12]=3[N:13]=[CH:14][N:15]=2)[CH:6]=[CH:5][C:3]=1[NH2:4].N1C=CC=CC=1.Cl[C:27](OC1C=CC=CC=1)=[O:28].[N:36]1([C:42]([C:44]2[CH:50]=[CH:49][C:47]([NH2:48])=[CH:46][C:45]=2[C:51]([F:54])([F:53])[F:52])=[O:43])[CH2:41][CH2:40][O:39][CH2:38][CH2:37]1. Given the product [Cl:1][C:2]1[CH:8]=[C:7]([O:9][C:10]2[C:11]3[N:18]([CH3:19])[CH:17]=[CH:16][C:12]=3[N:13]=[CH:14][N:15]=2)[CH:6]=[CH:5][C:3]=1[NH:4][C:27]([NH:48][C:47]1[CH:49]=[CH:50][C:44]([C:42]([N:36]2[CH2:41][CH2:40][O:39][CH2:38][CH2:37]2)=[O:43])=[C:45]([C:51]([F:52])([F:54])[F:53])[CH:46]=1)=[O:28], predict the reactants needed to synthesize it. (8) Given the product [ClH:4].[ClH:4].[N:5]1[CH:6]=[CH:7][C:8]([N:11]2[CH2:15][CH2:14][C:13]3([CH2:20][CH2:19][NH:18][CH2:17][CH2:16]3)[CH2:12]2)=[CH:9][CH:10]=1, predict the reactants needed to synthesize it. The reactants are: C([Cl:4])(=O)C.[N:5]1[CH:10]=[CH:9][C:8]([N:11]2[CH2:15][CH2:14][C:13]3([CH2:20][CH2:19][N:18](C(OC(C)(C)C)=O)[CH2:17][CH2:16]3)[CH2:12]2)=[CH:7][CH:6]=1. (9) Given the product [Cl:19][C:15]1[CH:14]=[C:13]([N:3]2[C:4]3[C:9](=[CH:8][CH:7]=[CH:6][CH:5]=3)[C:10]([CH:11]=[O:12])=[C:2]2[N:20]2[CH2:25][CH2:24][NH:23][CH2:22][CH2:21]2)[CH:18]=[CH:17][CH:16]=1, predict the reactants needed to synthesize it. The reactants are: Cl[C:2]1[N:3]([C:13]2[CH:18]=[CH:17][CH:16]=[C:15]([Cl:19])[CH:14]=2)[C:4]2[C:9]([C:10]=1[CH:11]=[O:12])=[CH:8][CH:7]=[CH:6][CH:5]=2.[NH:20]1[CH2:25][CH2:24][NH:23][CH2:22][CH2:21]1. (10) Given the product [N:1]1([C:6]2[CH:14]=[CH:13][C:12]([CH3:15])=[CH:11][C:7]=2[C:8]([N:19]2[CH2:20][CH2:21][CH2:22][C@H:17]([CH3:16])[C@@H:18]2[CH2:23][NH:24][C:25]2[CH:30]=[CH:29][C:28]([C:31]([F:34])([F:32])[F:33])=[CH:27][N:26]=2)=[O:10])[CH:5]=[CH:4][N:3]=[CH:2]1, predict the reactants needed to synthesize it. The reactants are: [N:1]1([C:6]2[CH:14]=[CH:13][C:12]([CH3:15])=[CH:11][C:7]=2[C:8]([OH:10])=O)[CH:5]=[CH:4][N:3]=[CH:2]1.[CH3:16][C@H:17]1[CH2:22][CH2:21][CH2:20][NH:19][C@H:18]1[CH2:23][NH:24][C:25]1[CH:30]=[CH:29][C:28]([C:31]([F:34])([F:33])[F:32])=[CH:27][N:26]=1.